This data is from Forward reaction prediction with 1.9M reactions from USPTO patents (1976-2016). The task is: Predict the product of the given reaction. (1) Given the reactants [CH3:1][CH:2]([CH3:45])[CH2:3][C@H:4]([N:15]([CH2:37][O:38][C:39](=[O:44])[C:40]([CH3:43])([CH3:42])[CH3:41])[C:16](=[O:36])[C@@H:17]([NH:26][C:27](=[O:35])[CH2:28][N:29]1[CH2:34][CH2:33][O:32][CH2:31][CH2:30]1)[CH2:18][CH2:19][C:20]1[CH:25]=[CH:24][CH:23]=[CH:22][CH:21]=1)[C:5]([O:7]CC1C=CC=CC=1)=[O:6], predict the reaction product. The product is: [CH3:1][CH:2]([CH3:45])[CH2:3][C@H:4]([N:15]([CH2:37][O:38][C:39](=[O:44])[C:40]([CH3:43])([CH3:42])[CH3:41])[C:16](=[O:36])[C@@H:17]([NH:26][C:27](=[O:35])[CH2:28][N:29]1[CH2:34][CH2:33][O:32][CH2:31][CH2:30]1)[CH2:18][CH2:19][C:20]1[CH:25]=[CH:24][CH:23]=[CH:22][CH:21]=1)[C:5]([OH:7])=[O:6]. (2) Given the reactants [F:1][C:2]1[CH:3]=[C:4]2[C:9](=[CH:10][C:11]=1[CH:12]([CH2:15][OH:16])[CH2:13][OH:14])[O:8][CH2:7][CH:6]([CH2:17][CH2:18][CH2:19][CH2:20][CH3:21])[CH2:5]2.[F:22][C:23]1[CH:24]=[C:25]2[C:30](=[C:31]([F:33])[CH:32]=1)[O:29][CH2:28][C:27]([CH:34]=O)=[CH:26]2.O.C1(C)C=CC(S(O)(=O)=O)=CC=1, predict the reaction product. The product is: [F:22][C:23]1[CH:24]=[C:25]2[C:30](=[C:31]([F:33])[CH:32]=1)[O:29][CH2:28][C:27]([CH:34]1[O:16][CH2:15][CH:12]([C:11]3[CH:10]=[C:9]4[C:4]([CH2:5][CH:6]([CH2:17][CH2:18][CH2:19][CH2:20][CH3:21])[CH2:7][O:8]4)=[CH:3][C:2]=3[F:1])[CH2:13][O:14]1)=[CH:26]2. (3) Given the reactants [CH3:1][O:2][C:3]1[CH:4]=[CH:5][C:6]([N+:10]([O-:12])=[O:11])=[C:7]([NH2:9])[CH:8]=1.C(N(CC)CC)C.C(Cl)Cl.[CH3:23][S:24](Cl)(=[O:26])=[O:25], predict the reaction product. The product is: [CH3:1][O:2][C:3]1[CH:4]=[CH:5][C:6]([N+:10]([O-:12])=[O:11])=[C:7]([N:9]([S:24]([CH3:23])(=[O:26])=[O:25])[S:24]([CH3:23])(=[O:26])=[O:25])[CH:8]=1. (4) Given the reactants Cl[C:2]1[CH:7]=[C:6]([O:8][CH2:9][C:10]2[N:11]=[N:12][C:13]([C:16]([F:19])([F:18])[F:17])=[CH:14][CH:15]=2)[CH:5]=[CH:4][N:3]=1.C([O-])(=[O:22])C.[NH4+], predict the reaction product. The product is: [F:17][C:16]([F:19])([F:18])[C:13]1[N:12]=[N:11][C:10]([CH2:9][O:8][C:6]2[CH:5]=[CH:4][NH:3][C:2](=[O:22])[CH:7]=2)=[CH:15][CH:14]=1. (5) Given the reactants [C:1]([O:5][C:6]([N:8]1[CH2:13][CH2:12][CH:11]([C:14]#[C:15][C:16]2[C:21]([Cl:22])=[CH:20][N:19]=[C:18](Cl)[N:17]=2)[CH2:10][CH2:9]1)=[O:7])([CH3:4])([CH3:3])[CH3:2].[CH3:24][S:25]([C:28]1[CH:33]=[CH:32][C:31](B(O)O)=[CH:30][CH:29]=1)(=[O:27])=[O:26], predict the reaction product. The product is: [C:1]([O:5][C:6]([N:8]1[CH2:13][CH2:12][CH:11]([C:14]#[C:15][C:16]2[C:21]([Cl:22])=[CH:20][N:19]=[C:18]([C:31]3[CH:32]=[CH:33][C:28]([S:25]([CH3:24])(=[O:27])=[O:26])=[CH:29][CH:30]=3)[N:17]=2)[CH2:10][CH2:9]1)=[O:7])([CH3:4])([CH3:3])[CH3:2]. (6) Given the reactants [CH3:1][C:2]1[N:3]=[C:4]([C:11]2[CH:16]=[CH:15][C:14]([C:17]([F:20])([F:19])[F:18])=[CH:13][CH:12]=2)[S:5][C:6]=1[CH:7]([CH3:10])[CH:8]=[O:9], predict the reaction product. The product is: [CH3:1][C:2]1[N:3]=[C:4]([C:11]2[CH:16]=[CH:15][C:14]([C:17]([F:20])([F:19])[F:18])=[CH:13][CH:12]=2)[S:5][C:6]=1[CH:7]([CH3:10])[CH2:8][OH:9]. (7) Given the reactants CS(O[CH2:6][CH2:7][N:8]1[C:16]2[CH2:15][CH2:14][C:13]3[C:17]4[C:23]([NH:24][C:25]5[CH:30]=[CH:29][C:28]([O:31][CH2:32][C:33]6[CH:38]=[CH:37][CH:36]=[C:35]([F:39])[CH:34]=6)=[C:27]([Cl:40])[CH:26]=5)=[N:22][CH:21]=[N:20][C:18]=4[S:19][C:12]=3[C:11]=2[CH:10]=[N:9]1)(=O)=O.[NH:41]1[CH2:46][CH2:45][O:44][CH2:43][CH2:42]1.C(N(C(C)C)CC)(C)C, predict the reaction product. The product is: [Cl:40][C:27]1[CH:26]=[C:25]([NH:24][C:23]2[N:22]=[CH:21][N:20]=[C:18]3[S:19][C:12]4[C:11]5[CH:10]=[N:9][N:8]([CH2:7][CH2:6][N:41]6[CH2:46][CH2:45][O:44][CH2:43][CH2:42]6)[C:16]=5[CH2:15][CH2:14][C:13]=4[C:17]=23)[CH:30]=[CH:29][C:28]=1[O:31][CH2:32][C:33]1[CH:38]=[CH:37][CH:36]=[C:35]([F:39])[CH:34]=1.